This data is from Retrosynthesis with 50K atom-mapped reactions and 10 reaction types from USPTO. The task is: Predict the reactants needed to synthesize the given product. (1) Given the product CSc1nccc(N(C)c2cc(-c3ccccc3)c3ncn(Cc4ccccc4)c3c2)n1, predict the reactants needed to synthesize it. The reactants are: CNc1cc(-c2ccccc2)c2ncn(Cc3ccccc3)c2c1.CSc1nccc(Cl)n1. (2) Given the product CCN(CC)CCOCc1cccc(COc2ccc(C(=O)Nc3cc(C(=O)NC4CC4)ccc3C)cc2)n1, predict the reactants needed to synthesize it. The reactants are: CCN(CC)CCO.Cc1ccc(C(=O)NC2CC2)cc1NC(=O)c1ccc(OCc2cccc(CBr)n2)cc1. (3) Given the product Nc1ncc2cn[nH]c2n1, predict the reactants needed to synthesize it. The reactants are: Nc1nc(Cl)c2cn[nH]c2n1. (4) Given the product CCCCCNc1cccs1, predict the reactants needed to synthesize it. The reactants are: CCCCCN.Ic1cccs1. (5) Given the product COc1cccc([C@H]2O[C@H](CCc3nnn(CC(=O)O)n3)c3cccn3-c3ccc(Cl)cc32)c1OC, predict the reactants needed to synthesize it. The reactants are: CCOC(=O)Cn1nnc(CC[C@H]2O[C@H](c3cccc(OC)c3OC)c3cc(Cl)ccc3-n3cccc32)n1. (6) Given the product CC(CNc1ccc(C(C)C)cc1[N+](=O)[O-])Cc1ccc(Cl)cc1, predict the reactants needed to synthesize it. The reactants are: CC(C)c1ccc(N)c([N+](=O)[O-])c1.CC(CBr)Cc1ccc(Cl)cc1.